Dataset: NCI-60 drug combinations with 297,098 pairs across 59 cell lines. Task: Regression. Given two drug SMILES strings and cell line genomic features, predict the synergy score measuring deviation from expected non-interaction effect. (1) Drug 1: C1=NC2=C(N1)C(=S)N=C(N2)N. Drug 2: CCCS(=O)(=O)NC1=C(C(=C(C=C1)F)C(=O)C2=CNC3=C2C=C(C=N3)C4=CC=C(C=C4)Cl)F. Cell line: HCT-15. Synergy scores: CSS=31.4, Synergy_ZIP=0.277, Synergy_Bliss=1.12, Synergy_Loewe=-21.0, Synergy_HSA=-0.795. (2) Drug 1: C1CC(=O)NC(=O)C1N2CC3=C(C2=O)C=CC=C3N. Drug 2: COC1=C(C=C2C(=C1)N=CN=C2NC3=CC(=C(C=C3)F)Cl)OCCCN4CCOCC4. Cell line: SF-268. Synergy scores: CSS=19.0, Synergy_ZIP=-1.43, Synergy_Bliss=3.63, Synergy_Loewe=1.01, Synergy_HSA=5.93.